From a dataset of Full USPTO retrosynthesis dataset with 1.9M reactions from patents (1976-2016). Predict the reactants needed to synthesize the given product. (1) Given the product [Cl:26][C:2]1[N:7]2[N:8]=[CH:9][CH:10]=[C:6]2[N:5]=[C:4]([C:11]([O:13][CH3:14])=[O:12])[CH:3]=1, predict the reactants needed to synthesize it. The reactants are: O[C:2]1[N:7]2[N:8]=[CH:9][CH:10]=[C:6]2[N:5]=[C:4]([C:11]([O:13][CH3:14])=[O:12])[CH:3]=1.CC1C(C)=C(N)C=CC=1.P(Cl)(Cl)([Cl:26])=O. (2) Given the product [NH2:1][C:2]1[C:11]([C:12]([O:14][CH2:15][CH3:16])=[O:13])=[CH:10][CH:9]=[C:8]2[C:3]=1[C:4]([C:19]1[CH:24]=[CH:23][CH:22]=[C:21]([O:25][CH3:26])[CH:20]=1)=[N:5][C:6]([S:17][CH3:18])=[N:7]2, predict the reactants needed to synthesize it. The reactants are: [NH2:1][C:2]1[C:3]2[C:4]([C:19]3[CH:24]=[CH:23][CH:22]=[C:21]([O:25][CH3:26])[CH:20]=3)=[N:5][C:6]([S:17][CH3:18])=[N:7][C:8]=2[CH2:9][CH2:10][C:11]=1[C:12]([O:14][CH2:15][CH3:16])=[O:13].ClC1C(=O)C(C#N)=C(C#N)C(=O)C=1Cl. (3) Given the product [CH3:10][NH:11][C:2]1[CH:3]=[C:4]([CH:7]=[CH:8][N:9]=1)[C:5]#[N:6], predict the reactants needed to synthesize it. The reactants are: Cl[C:2]1[CH:3]=[C:4]([CH:7]=[CH:8][N:9]=1)[C:5]#[N:6].[CH3:10][NH2:11].C([O-])(O)=O.[Na+]. (4) Given the product [NH2:26][C:15]1[N:16]=[C:17]([N:20]2[CH2:21][CH2:22][N:23]([C:34](=[O:35])[CH2:33][O:32][C:31]3[CH:37]=[CH:38][C:28]([Cl:27])=[CH:29][CH:30]=3)[CH2:24][CH2:25]2)[C:18]2[N:19]=[C:11]([CH2:10][CH2:9][CH2:8][C:5]3[CH:6]=[CH:7][C:2]([F:1])=[CH:3][CH:4]=3)[S:12][C:13]=2[N:14]=1, predict the reactants needed to synthesize it. The reactants are: [F:1][C:2]1[CH:7]=[CH:6][C:5]([CH2:8][CH2:9][CH2:10][C:11]2[S:12][C:13]3[N:14]=[C:15]([NH2:26])[N:16]=[C:17]([N:20]4[CH2:25][CH2:24][NH:23][CH2:22][CH2:21]4)[C:18]=3[N:19]=2)=[CH:4][CH:3]=1.[Cl:27][C:28]1[CH:38]=[CH:37][C:31]([O:32][CH2:33][C:34](O)=[O:35])=[CH:30][CH:29]=1. (5) Given the product [OH:4][C:5]1[CH:6]=[C:7]2[C:12](=[CH:13][CH:14]=1)[N:11]=[C:10]([N:15]1[CH:19]=[CH:18][N:17]=[CH:16]1)[N:9]=[C:8]2[NH:20][CH2:21][C:22]1[CH:23]=[CH:24][CH:25]=[CH:26][CH:27]=1, predict the reactants needed to synthesize it. The reactants are: Cl.Cl.C[O:4][C:5]1[CH:6]=[C:7]2[C:12](=[CH:13][CH:14]=1)[N:11]=[C:10]([N:15]1[CH:19]=[CH:18][N:17]=[CH:16]1)[N:9]=[C:8]2[NH:20][CH2:21][C:22]1[CH:27]=[CH:26][CH:25]=[CH:24][CH:23]=1.Br. (6) Given the product [CH3:3][C@@:4]1([CH2:15][N:16]2[CH2:17][CH2:18][N:19]([C:35]([C:34]3[CH:33]=[CH:32][C:31]([C:30]([F:29])([F:40])[F:41])=[CH:39][CH:38]=3)=[O:36])[CH2:20][CH2:21]2)[O:8][C:7]2=[N:9][C:10]([N+:12]([O-:14])=[O:13])=[CH:11][N:6]2[CH2:5]1, predict the reactants needed to synthesize it. The reactants are: Cl.Cl.[CH3:3][C@@:4]1([CH2:15][N:16]2[CH2:21][CH2:20][NH:19][CH2:18][CH2:17]2)[O:8][C:7]2=[N:9][C:10]([N+:12]([O-:14])=[O:13])=[CH:11][N:6]2[CH2:5]1.C(N(CC)CC)C.[F:29][C:30]([F:41])([F:40])[C:31]1[CH:39]=[CH:38][C:34]([C:35](Cl)=[O:36])=[CH:33][CH:32]=1. (7) Given the product [CH3:1][C:2]1[CH:28]=[CH:27][C:5]2[NH:6][C:7]3[C:8]([C:9](=[O:10])[C:4]=2[CH:3]=1)=[CH:12][C:13]1[NH:19][C:20]2[CH:25]=[CH:24][C:23]([CH3:26])=[CH:22][C:21]=2[C:16](=[O:18])[C:14]=1[CH:15]=3, predict the reactants needed to synthesize it. The reactants are: [CH3:1][C:2]1[CH:28]=[CH:27][C:5]([NH:6][C:7]2[CH:15]=[C:14]([C:16]([OH:18])=O)[C:13]([NH:19][C:20]3[CH:25]=[CH:24][C:23]([CH3:26])=[CH:22][CH:21]=3)=[CH:12][C:8]=2[C:9](O)=[O:10])=[CH:4][CH:3]=1.P(=O)(O)(O)O.[OH-].[Na+]. (8) The reactants are: [CH:1]12[CH2:10][CH:5]3[CH2:6][CH:7]([CH2:9][CH:3]([CH2:4]3)[CH:2]1[NH:11][C:12](=[O:18])[C@H:13]1[CH2:17][CH2:16][CH2:15][NH:14]1)[CH2:8]2.C(N(CC)CC)C.[C:26](Cl)(=[O:28])[CH3:27]. Given the product [CH:1]12[CH2:8][CH:7]3[CH2:6][CH:5]([CH2:4][CH:3]([CH2:9]3)[CH:2]1[NH:11][C:12](=[O:18])[C@H:13]1[CH2:17][CH2:16][CH2:15][N:14]1[C:26](=[O:28])[CH3:27])[CH2:10]2, predict the reactants needed to synthesize it.